Dataset: Catalyst prediction with 721,799 reactions and 888 catalyst types from USPTO. Task: Predict which catalyst facilitates the given reaction. Reactant: [Cl:1][C:2]1[CH:3]=[C:4]([CH:27]=[CH:28][C:29]=1[O:30][CH2:31][C:32]1[CH:37]=[CH:36][CH:35]=[C:34]([F:38])[CH:33]=1)[NH:5][C:6]1[C:15]2[C:10](=[CH:11][C:12]([O:22][CH2:23][CH2:24][CH2:25]Cl)=[CH:13][C:14]=2[O:16][CH:17]2[CH2:21][CH2:20][CH2:19][CH2:18]2)[N:9]=[CH:8][N:7]=1.[CH3:39][N:40]1[CH2:45][CH2:44][NH:43][CH2:42][CH2:41]1. Product: [ClH:1].[Cl:1][C:2]1[CH:3]=[C:4]([CH:27]=[CH:28][C:29]=1[O:30][CH2:31][C:32]1[CH:37]=[CH:36][CH:35]=[C:34]([F:38])[CH:33]=1)[NH:5][C:6]1[C:15]2[C:10](=[CH:11][C:12]([O:22][CH2:23][CH2:24][CH2:25][N:43]3[CH2:44][CH2:45][N:40]([CH3:39])[CH2:41][CH2:42]3)=[CH:13][C:14]=2[O:16][CH:17]2[CH2:21][CH2:20][CH2:19][CH2:18]2)[N:9]=[CH:8][N:7]=1. The catalyst class is: 37.